Dataset: Catalyst prediction with 721,799 reactions and 888 catalyst types from USPTO. Task: Predict which catalyst facilitates the given reaction. Reactant: [CH2:1]([Li])[CH2:2][CH2:3][CH3:4].O=O.Br[C:9]1[CH:10]=[CH:11][C:12]([Cl:27])=[C:13]([CH:26]=1)[CH2:14][C:15]1[CH:25]=[CH:24][C:18]([O:19][CH:20]2[CH2:23][O:22][CH2:21]2)=[CH:17][CH:16]=1.CON(C)[C:31](=[O:83])[C@H:32]([O:75]CC1C=CC=CC=1)[C@@H:33]([O:67][CH2:68][C:69]1[CH:74]=[CH:73][CH:72]=[CH:71][CH:70]=1)[C@H:34]([O:59][CH2:60][C:61]1[CH:66]=[CH:65][CH:64]=[CH:63][CH:62]=1)[C:35]([OH:58])([CH2:47][O:48][CH2:49][C:50]1[CH:55]=[CH:54][C:53]([O:56][CH3:57])=[CH:52][CH:51]=1)[CH2:36][O:37][CH2:38][C:39]1[CH:44]=[CH:43][C:42]([O:45][CH3:46])=[CH:41][CH:40]=1.[Al].O1C[CH2:89][CH2:88][CH2:87]1. Product: [CH2:1]([O:75][CH:32]1[C@@H:33]([O:67][CH2:68][C:69]2[CH:70]=[CH:71][CH:72]=[CH:73][CH:74]=2)[C@H:34]([O:59][CH2:60][C:61]2[CH:66]=[CH:65][CH:64]=[CH:63][CH:62]=2)[C:35]([CH2:47][O:48][CH2:49][C:50]2[CH:51]=[CH:52][C:53]([O:56][CH3:57])=[CH:54][CH:55]=2)([CH2:36][O:37][CH2:38][C:39]2[CH:40]=[CH:41][C:42]([O:45][CH3:46])=[CH:43][CH:44]=2)[O:58][C:31]1([C:9]1[CH:10]=[CH:11][C:12]([Cl:27])=[C:13]([CH2:14][C:15]2[CH:25]=[CH:24][C:18]([O:19][CH:20]3[CH2:23][O:22][CH2:21]3)=[CH:17][CH:16]=2)[CH:26]=1)[OH:83])[C:2]1[CH:89]=[CH:88][CH:87]=[CH:4][CH:3]=1. The catalyst class is: 27.